From a dataset of Full USPTO retrosynthesis dataset with 1.9M reactions from patents (1976-2016). Predict the reactants needed to synthesize the given product. (1) Given the product [C:25]([OH:32])(=[O:31])/[CH:26]=[CH:27]/[C:28]([OH:30])=[O:29].[N:1]12[CH2:8][CH2:7][CH:4]([CH2:5][CH2:6]1)[C@@H:3]([O:9][C:10]1[N:15]=[N:14][C:13]([C:16]3[CH:17]=[C:18]4[C:22](=[CH:23][CH:24]=3)[NH:21][CH:20]=[CH:19]4)=[CH:12][CH:11]=1)[CH2:2]2, predict the reactants needed to synthesize it. The reactants are: [N:1]12[CH2:8][CH2:7][CH:4]([CH2:5][CH2:6]1)[C@@H:3]([O:9][C:10]1[N:15]=[N:14][C:13]([C:16]3[CH:17]=[C:18]4[C:22](=[CH:23][CH:24]=3)[NH:21][CH:20]=[CH:19]4)=[CH:12][CH:11]=1)[CH2:2]2.[C:25]([OH:32])(=[O:31])/[CH:26]=[CH:27]/[C:28]([OH:30])=[O:29]. (2) Given the product [ClH:33].[ClH:33].[CH3:1][O:2][C:3]1[CH:25]=[CH:24][C:23]([C:26]2[CH:31]=[CH:30][N:29]=[C:28]([CH3:32])[CH:27]=2)=[CH:22][C:4]=1[CH2:5][N:6]([CH:7]1[CH2:12][CH2:11][CH:10]([NH:13][CH3:21])[CH2:9][CH2:8]1)[C:39]([C:38]1[S:37][C:36]2[CH:42]=[CH:43][CH:44]=[CH:45][C:35]=2[C:34]=1[Cl:33])=[O:40], predict the reactants needed to synthesize it. The reactants are: [CH3:1][O:2][C:3]1[CH:25]=[CH:24][C:23]([C:26]2[CH:31]=[CH:30][N:29]=[C:28]([CH3:32])[CH:27]=2)=[CH:22][C:4]=1[CH2:5][NH:6][CH:7]1[CH2:12][CH2:11][CH:10]([N:13]([CH3:21])C(=O)OC(C)(C)C)[CH2:9][CH2:8]1.[Cl:33][C:34]1[C:35]2[CH:45]=[CH:44][CH:43]=[CH:42][C:36]=2[S:37][C:38]=1[C:39](Cl)=[O:40].